From a dataset of Reaction yield outcomes from USPTO patents with 853,638 reactions. Predict the reaction yield, written as a fraction of the theoretical maximum amount of product (1.0 means a 100% yield; for example, 0.34 means a 34% yield). (1) The reactants are [CH3:1][C:2]1[O:6][N:5]=[C:4]([C:7]2[CH:12]=[CH:11][N:10]=[CH:9][N:8]=2)[C:3]=1[CH2:13][O:14][C:15]1[CH:23]=[CH:22][C:18]([C:19]([OH:21])=O)=[CH:17][N:16]=1.[NH:24]1[CH2:29][CH2:28][S:27][CH2:26][CH2:25]1. No catalyst specified. The product is [CH3:1][C:2]1[O:6][N:5]=[C:4]([C:7]2[CH:12]=[CH:11][N:10]=[CH:9][N:8]=2)[C:3]=1[CH2:13][O:14][C:15]1[N:16]=[CH:17][C:18]([C:19]([N:24]2[CH2:29][CH2:28][S:27][CH2:26][CH2:25]2)=[O:21])=[CH:22][CH:23]=1. The yield is 0.700. (2) The reactants are C(=O)([O-])[O-].[K+].[K+].[OH:7][C:8]1[CH:15]=[CH:14][C:11]([CH:12]=[O:13])=[CH:10][CH:9]=1.[CH2:16](Br)[C:17]1[CH:22]=[CH:21][CH:20]=[CH:19][CH:18]=1. The catalyst is CN(C=O)C. The product is [CH2:16]([O:7][C:8]1[CH:15]=[CH:14][C:11]([CH:12]=[O:13])=[CH:10][CH:9]=1)[C:17]1[CH:22]=[CH:21][CH:20]=[CH:19][CH:18]=1. The yield is 0.660. (3) The reactants are [CH2:1]([C:4]1[C:5]([Cl:13])=[C:6]2[CH:12]=[CH:11][NH:10][C:7]2=[N:8][CH:9]=1)[CH:2]=[CH2:3].[H-].[Na+].[S:16](Cl)([C:19]1[CH:25]=[CH:24][C:22]([CH3:23])=[CH:21][CH:20]=1)(=[O:18])=[O:17]. The catalyst is CN(C=O)C. The product is [CH2:1]([C:4]1[C:5]([Cl:13])=[C:6]2[CH:12]=[CH:11][N:10]([S:16]([C:19]3[CH:25]=[CH:24][C:22]([CH3:23])=[CH:21][CH:20]=3)(=[O:18])=[O:17])[C:7]2=[N:8][CH:9]=1)[CH:2]=[CH2:3]. The yield is 1.11. (4) The reactants are C([O:3][C:4](=[O:15])[C:5]([S:8]([N:11]1[CH2:14][CH2:13][CH2:12]1)(=[O:10])=[O:9])([CH3:7])[CH3:6])C.C[Si](C)(C)[O-].[K+]. The catalyst is C1COCC1.Cl. The product is [N:11]1([S:8]([C:5]([CH3:7])([CH3:6])[C:4]([OH:15])=[O:3])(=[O:10])=[O:9])[CH2:12][CH2:13][CH2:14]1. The yield is 0.940. (5) The reactants are C(OC([NH:8][C@H:9]([C:11]([NH:13][CH:14]1[N:20]=[C:19]([C:21]2[CH:26]=[CH:25][CH:24]=[CH:23][N:22]=2)[C:18]2[CH:27]=[CH:28][CH:29]=[CH:30][C:17]=2[N:16]([CH3:31])[C:15]1=[O:32])=[O:12])[CH3:10])=O)(C)(C)C.C(O)(C(F)(F)F)=O. The catalyst is C(Cl)Cl. The product is [NH2:8][C@H:9]([C:11]([NH:13][CH:14]1[N:20]=[C:19]([C:21]2[CH:26]=[CH:25][CH:24]=[CH:23][N:22]=2)[C:18]2[CH:27]=[CH:28][CH:29]=[CH:30][C:17]=2[N:16]([CH3:31])[C:15]1=[O:32])=[O:12])[CH3:10]. The yield is 0.660. (6) The reactants are [CH3:1][C:2]1[N:29]=[C:5]2[NH:6][C:7](=[O:28])[C:8]([CH2:13][C:14]3[CH:19]=[CH:18][C:17]([C:20]4[C:21]([C:26]#[N:27])=[CH:22][CH:23]=[CH:24][CH:25]=4)=[CH:16][CH:15]=3)=[C:9]([CH2:10][CH2:11][CH3:12])[N:4]2[N:3]=1.Br[CH2:31][CH:32]([OH:37])[C:33]([F:36])([F:35])[F:34].C(=O)([O-])[O-].[Cs+].[Cs+].CN(C)C(=O)C. The catalyst is C(OCC)(=O)C. The product is [CH3:1][C:2]1[N:29]=[C:5]2[N:6]([CH2:31][CH:32]([OH:37])[C:33]([F:36])([F:35])[F:34])[C:7](=[O:28])[C:8]([CH2:13][C:14]3[CH:19]=[CH:18][C:17]([C:20]4[C:21]([C:26]#[N:27])=[CH:22][CH:23]=[CH:24][CH:25]=4)=[CH:16][CH:15]=3)=[C:9]([CH2:10][CH2:11][CH3:12])[N:4]2[N:3]=1. The yield is 0.650. (7) The reactants are [S:1]1[CH:5]=[CH:4][N:3]=[C:2]1[CH2:6][N:7]1[C:15]2[C:10](=[CH:11][C:12]([NH:16][C:17]3[C:26]4[C:21](=[CH:22][CH:23]=[CH:24][C:25]=4[O:27][C@@H:28]([CH3:33])[C:29](OC)=[O:30])[N:20]=[CH:19][N:18]=3)=[CH:13][CH:14]=2)[CH:9]=[N:8]1.[CH3:34][NH:35][CH3:36]. No catalyst specified. The product is [CH3:34][N:35]([CH3:36])[C:29](=[O:30])[C@@H:28]([O:27][C:25]1[CH:24]=[CH:23][CH:22]=[C:21]2[C:26]=1[C:17]([NH:16][C:12]1[CH:11]=[C:10]3[C:15](=[CH:14][CH:13]=1)[N:7]([CH2:6][C:2]1[S:1][CH:5]=[CH:4][N:3]=1)[N:8]=[CH:9]3)=[N:18][CH:19]=[N:20]2)[CH3:33]. The yield is 0.760. (8) The reactants are [Br:1][C:2]1[CH:21]=[CH:20][C:5]([CH2:6][C:7]2([C:18]#N)[CH2:10][N:9]([C:11]([O:13][C:14]([CH3:17])([CH3:16])[CH3:15])=[O:12])[CH2:8]2)=[C:4](I)[CH:3]=1.[Li]CCCC.C1C[O:31]CC1. No catalyst specified. The product is [Br:1][C:2]1[CH:21]=[C:20]2[C:5]([CH2:6][C:7]3([CH2:10][N:9]([C:11]([O:13][C:14]([CH3:17])([CH3:16])[CH3:15])=[O:12])[CH2:8]3)[C:18]2=[O:31])=[CH:4][CH:3]=1. The yield is 0.540. (9) The reactants are [C:1]([O:5][C:6](=[O:35])[NH:7][C:8]1[C:12]2[CH:13]=[C:14]([CH2:17][O:18][C:19]3[CH:24]=[CH:23][C:22]([C:25]4[CH:30]=[C:29]([F:31])[C:28]([F:32])=[CH:27][C:26]=4[O:33][CH3:34])=[CH:21][CH:20]=3)[CH:15]=[CH:16][C:11]=2[O:10][N:9]=1)([CH3:4])([CH3:3])[CH3:2].CN(C)C=O.C[Si]([N-][Si](C)(C)C)(C)C.[Li+].Br[CH2:52][CH2:53][O:54][CH3:55]. The catalyst is CS(C)=O. The product is [C:1]([O:5][C:6](=[O:35])[N:7]([C:8]1[C:12]2[CH:13]=[C:14]([CH2:17][O:18][C:19]3[CH:20]=[CH:21][C:22]([C:25]4[CH:30]=[C:29]([F:31])[C:28]([F:32])=[CH:27][C:26]=4[O:33][CH3:34])=[CH:23][CH:24]=3)[CH:15]=[CH:16][C:11]=2[O:10][N:9]=1)[CH2:52][CH2:53][O:54][CH3:55])([CH3:4])([CH3:3])[CH3:2]. The yield is 0.540.